Predict the reaction yield, written as a fraction of the theoretical maximum amount of product (1.0 means a 100% yield; for example, 0.34 means a 34% yield). From a dataset of Reaction yield outcomes from USPTO patents with 853,638 reactions. (1) The reactants are C[O:2][C:3](=[O:29])/[CH:4]=[CH:5]/[C:6]1[CH:7]=[C:8]2[C:25](=[CH:26][CH:27]=1)[O:24][C:11]1([CH2:16][CH2:15][N:14]([C:17](OC(C)(C)C)=O)[CH2:13][CH2:12]1)[CH2:10][C:9]2=[O:28].[F:30][C:31]1[CH:32]=[C:33]2[C:37](=[CH:38][CH:39]=1)[NH:36][CH:35]=[CH:34]2.[OH-].[Na+]. No catalyst specified. The product is [F:30][C:31]1[CH:32]=[C:33]2[C:37](=[CH:38][CH:39]=1)[NH:36][CH:35]=[C:34]2[CH2:17][N:14]1[CH2:15][CH2:16][C:11]2([CH2:10][C:9](=[O:28])[C:8]3[C:25](=[CH:26][CH:27]=[C:6](/[CH:5]=[CH:4]/[C:3]([OH:2])=[O:29])[CH:7]=3)[O:24]2)[CH2:12][CH2:13]1. The yield is 0.630. (2) The reactants are [Br:1][C:2]1[CH:19]=[CH:18][C:5]2[O:6][CH2:7][CH:8]([C:12]3[CH:17]=[CH:16][CH:15]=[CH:14][CH:13]=3)[CH2:9][C:10](=O)[C:4]=2[CH:3]=1.[C:20](=[N:26][Si](C)(C)C)=[N:21][Si](C)(C)C. The catalyst is C(Cl)Cl.Cl[Ti](Cl)(Cl)Cl. The product is [Br:1][C:2]1[CH:19]=[CH:18][C:5]2[O:6][CH2:7][CH:8]([C:12]3[CH:17]=[CH:16][CH:15]=[CH:14][CH:13]=3)[CH2:9][C:10](=[N:26][C:20]#[N:21])[C:4]=2[CH:3]=1. The yield is 0.940. (3) The reactants are [NH2:1][C@H:2]1[CH2:7][CH2:6][C@H:5]([CH2:8][NH:9][C:10](=[O:16])[O:11][C:12]([CH3:15])([CH3:14])[CH3:13])[CH2:4][CH2:3]1.[CH:17]1[N:21]2[C:22]3[C:28]([CH:29]=O)=[CH:27][NH:26][C:23]=3[N:24]=[CH:25][C:20]2=[N:19][N:18]=1.C(O[BH-](OC(=O)C)OC(=O)C)(=O)C.[Na+].C([O-])(O)=O.[Na+].O. The catalyst is O.CN(C=O)C.C1COCC1. The product is [CH:17]1[N:21]2[C:22]3[C:28]([CH2:29][NH:1][C@H:2]4[CH2:7][CH2:6][C@H:5]([CH2:8][NH:9][C:10](=[O:16])[O:11][C:12]([CH3:13])([CH3:15])[CH3:14])[CH2:4][CH2:3]4)=[CH:27][NH:26][C:23]=3[N:24]=[CH:25][C:20]2=[N:19][N:18]=1. The yield is 0.530. (4) The reactants are [Br:1][C:2]1[C:3](O)=[C:4]([C:11]([CH3:14])([CH3:13])[CH3:12])[CH:5]=[C:6](C(=O)C)[CH:7]=1.[CH:16]([O:21][CH3:22])([O:19][CH3:20])OC.[CH3:23]I.[C:25](=[O:28])([O-])[O-].[K+].[K+]. The catalyst is C12(CS(O)(=O)=O)C(C)(C)C(CC1)CC2=O.CCCCCCC.O.CN(C)C=O.CO. The product is [Br:1][C:2]1[CH:7]=[C:6]([C:16]([O:19][CH3:20])([O:21][CH3:22])[CH3:23])[CH:5]=[C:4]([C:11]([CH3:12])([CH3:14])[CH3:13])[C:3]=1[O:28][CH3:25]. The yield is 0.980. (5) The product is [CH3:1][N:2]([C:17]1[CH:16]=[C:15]([C:19]2[CH:24]=[CH:23][CH:22]=[CH:21][N:20]=2)[N:14]=[C:13]([C:9]2[CH:8]=[CH:7][CH:12]=[CH:11][N:10]=2)[CH:18]=1)[CH2:3][CH2:4][OH:5]. The yield is 0.840. The reactants are [CH3:1][NH:2][CH2:3][CH2:4][OH:5].Cl[C:7]1[CH:12]=[CH:11][N:10]=[C:9]([C:13]2[CH:18]=[CH:17][CH:16]=[C:15]([C:19]3[CH:24]=[CH:23][CH:22]=[CH:21][N:20]=3)[N:14]=2)[CH:8]=1. The catalyst is CC(O)(CC)C.[Cl-].[Zn+2].[Cl-]. (6) The reactants are Br[C:2]1[N:7]=[C:6]2[S:8][C:9]([NH:11][C:12](=[O:24])[C:13]3[CH:18]=[CH:17][C:16]([C:19]([CH3:23])([CH3:22])[CH2:20][OH:21])=[CH:15][CH:14]=3)=[N:10][C:5]2=[CH:4][CH:3]=1.CC1(C)C(C)(C)OB([C:33]2[CH:34]=[N:35][NH:36][CH:37]=2)O1. No catalyst specified. The product is [NH:35]1[CH:34]=[C:33]([C:2]2[N:7]=[C:6]3[S:8][C:9]([NH:11][C:12](=[O:24])[C:13]4[CH:18]=[CH:17][C:16]([C:19]([CH3:23])([CH3:22])[CH2:20][OH:21])=[CH:15][CH:14]=4)=[N:10][C:5]3=[CH:4][CH:3]=2)[CH:37]=[N:36]1. The yield is 0.370. (7) The catalyst is C1COCC1. The reactants are [Li+].[BH4-].[N:3]1([C:15]([O:17][CH2:18][C:19]2[CH:24]=[CH:23][CH:22]=[CH:21][CH:20]=2)=[O:16])[CH2:9][CH2:8][CH:7]=[C:6]([C:10](OCC)=[O:11])[CH2:5][CH2:4]1.C(OCC)(=O)C.CCCCCC. The yield is 0.600. The product is [OH:11][CH2:10][CH:6]1[CH2:7][CH2:8][CH2:9][N:3]([C:15]([O:17][CH2:18][C:19]2[CH:20]=[CH:21][CH:22]=[CH:23][CH:24]=2)=[O:16])[CH2:4][CH2:5]1. (8) The reactants are C(OC([N:8]1[CH2:17][CH2:16][C:15]2[C:10](=[CH:11][CH:12]=[C:13]([NH:18][C:19]3[C:24](=[O:25])[N:23]([CH3:26])[CH:22]=[C:21]([C:27]4[CH:32]=[C:31]([F:33])[CH:30]=[C:29]([N:34]5[CH2:46][CH2:45][N:37]6[C:38]7[CH2:39][CH2:40][CH2:41][CH2:42][C:43]=7[CH:44]=[C:36]6[C:35]5=[O:47])[C:28]=4[CH2:48][O:49][C:50](=[O:52])[CH3:51])[N:20]=3)[CH:14]=2)[CH2:9]1)=O)(C)(C)C.Cl. The catalyst is C(Cl)Cl.O1CCOCC1. The product is [C:50]([O:49][CH2:48][C:28]1[C:29]([N:34]2[CH2:46][CH2:45][N:37]3[C:38]4[CH2:39][CH2:40][CH2:41][CH2:42][C:43]=4[CH:44]=[C:36]3[C:35]2=[O:47])=[CH:30][C:31]([F:33])=[CH:32][C:27]=1[C:21]1[N:20]=[C:19]([NH:18][C:13]2[CH:14]=[C:15]3[C:10](=[CH:11][CH:12]=2)[CH2:9][NH:8][CH2:17][CH2:16]3)[C:24](=[O:25])[N:23]([CH3:26])[CH:22]=1)(=[O:52])[CH3:51]. The yield is 0.990. (9) The reactants are Br[C:2]1[N:7]=[C:6]([O:8][CH3:9])[C:5]([NH2:10])=[CH:4][CH:3]=1.[CH3:11][PH:12](=[O:14])[CH3:13].CC1(C)C2C(=C(P(C3C=CC=CC=3)C3C=CC=CC=3)C=CC=2)OC2C(P(C3C=CC=CC=3)C3C=CC=CC=3)=CC=CC1=2.P([O-])([O-])([O-])=O.[K+].[K+].[K+]. The catalyst is CN(C=O)C.C([O-])(=O)C.[Pd+2].C([O-])(=O)C. The product is [CH3:11][P:12]([C:2]1[N:7]=[C:6]([O:8][CH3:9])[C:5]([NH2:10])=[CH:4][CH:3]=1)([CH3:13])=[O:14]. The yield is 0.390.